From a dataset of Full USPTO retrosynthesis dataset with 1.9M reactions from patents (1976-2016). Predict the reactants needed to synthesize the given product. (1) Given the product [CH3:39][C:34]([NH:33][C:27](=[O:28])[C:26]1[CH:30]=[CH:31][C:23]([CH2:22][N:8]([CH:3]2[CH2:4][CH2:5][CH2:6][CH2:7][CH:2]2[CH3:1])[S:9]([C:12]2[CH:13]=[N:14][C:15]([C:18]([F:21])([F:19])[F:20])=[CH:16][CH:17]=2)(=[O:11])=[O:10])=[CH:24][CH:25]=1)([CH3:40])[C:35]([O:37][CH3:38])=[O:36], predict the reactants needed to synthesize it. The reactants are: [CH3:1][CH:2]1[CH2:7][CH2:6][CH2:5][CH2:4][CH:3]1[N:8]([CH2:22][C:23]1[CH:31]=[CH:30][C:26]([C:27](O)=[O:28])=[CH:25][CH:24]=1)[S:9]([C:12]1[CH:13]=[N:14][C:15]([C:18]([F:21])([F:20])[F:19])=[CH:16][CH:17]=1)(=[O:11])=[O:10].Cl.[NH2:33][C:34]([CH3:40])([CH3:39])[C:35]([O:37][CH3:38])=[O:36].F[P-](F)(F)(F)(F)F.N1(O[P+](N(C)C)(N(C)C)N(C)C)C2C=CC=CC=2N=N1.C1C=CC2N(O)N=NC=2C=1.O.C(N(C(C)C)C(C)C)C. (2) Given the product [C:1]([C:5]1[N:10]=[CH:9][C:8]([C:11]2[N:12]([C:32]([N:34]3[CH2:39][C@@H:38]4[C@@H:36]([CH:37]4[C:40]([N:50]4[CH2:51][CH2:52][C@@H:48]([O:47][CH3:46])[CH2:49]4)=[O:41])[CH2:35]3)=[O:33])[C@@:13]([C:25]3[CH:26]=[CH:27][C:28]([Cl:31])=[CH:29][CH:30]=3)([CH3:24])[C@@:14]([C:17]3[CH:18]=[CH:19][C:20]([Cl:23])=[CH:21][CH:22]=3)([CH3:16])[N:15]=2)=[C:7]([O:43][CH2:44][CH3:45])[CH:6]=1)([CH3:4])([CH3:2])[CH3:3], predict the reactants needed to synthesize it. The reactants are: [C:1]([C:5]1[N:10]=[CH:9][C:8]([C:11]2[N:12]([C:32]([N:34]3[CH2:39][C@@H:38]4[C@@H:36]([CH:37]4[C:40](O)=[O:41])[CH2:35]3)=[O:33])[C@@:13]([C:25]3[CH:30]=[CH:29][C:28]([Cl:31])=[CH:27][CH:26]=3)([CH3:24])[C@@:14]([C:17]3[CH:22]=[CH:21][C:20]([Cl:23])=[CH:19][CH:18]=3)([CH3:16])[N:15]=2)=[C:7]([O:43][CH2:44][CH3:45])[CH:6]=1)([CH3:4])([CH3:3])[CH3:2].[CH3:46][O:47][C@@H:48]1[CH2:52][CH2:51][NH:50][CH2:49]1. (3) Given the product [CH3:25][O:26][C:27]1[CH:28]=[C:29]([CH:35]=[CH:36][C:37]=1[N+:38]([O-:40])=[O:39])[O:30][CH2:31][C:32]([N:2]([CH3:3])[CH3:1])=[O:33], predict the reactants needed to synthesize it. The reactants are: [CH3:1][N:2](C(ON1N=NC2C=CC=NC1=2)=[N+](C)C)[CH3:3].F[P-](F)(F)(F)(F)F.[CH3:25][O:26][C:27]1[CH:28]=[C:29]([CH:35]=[CH:36][C:37]=1[N+:38]([O-:40])=[O:39])[O:30][CH2:31][C:32](O)=[O:33].[Na].Cl.CNC.C(N(C(C)C)C(C)C)C. (4) Given the product [CH3:1][C:2]1([C:9]2[CH:14]=[CH:13][CH:12]=[CH:11][CH:10]=2)[CH2:6][CH2:7][O:8][CH2:4][CH2:3]1, predict the reactants needed to synthesize it. The reactants are: [CH3:1][C:2]([C:9]1[CH:14]=[CH:13][CH:12]=[CH:11][CH:10]=1)([CH2:6][CH2:7][OH:8])[CH2:3][CH2:4]O.[I-].[K+].C1(C)C=CC(S(Cl)(=O)=O)=CC=1.[H-].[Na+].